This data is from Forward reaction prediction with 1.9M reactions from USPTO patents (1976-2016). The task is: Predict the product of the given reaction. (1) Given the reactants [Br:1][C:2]1[CH:3]=[N:4][C:5]2[N:6]([N:8]=[C:9]([C:11]([OH:13])=O)[CH:10]=2)[CH:7]=1.[CH3:14][CH:15]1[C:24]2[C:19](=[CH:20][CH:21]=[CH:22][C:23]=2[C:25]2[O:26][C:27]([CH3:30])=[CH:28][CH:29]=2)[CH2:18][CH2:17][NH:16]1, predict the reaction product. The product is: [Br:1][C:2]1[CH:3]=[N:4][C:5]2[N:6]([N:8]=[C:9]([C:11]([N:16]3[CH2:17][CH2:18][C:19]4[C:24](=[C:23]([C:25]5[O:26][C:27]([CH3:30])=[CH:28][CH:29]=5)[CH:22]=[CH:21][CH:20]=4)[CH:15]3[CH3:14])=[O:13])[CH:10]=2)[CH:7]=1. (2) The product is: [F:17][C:14]([F:15])([F:16])[C:13]1[N:8]2[N:7]=[CH:6][C:5]([C:3]3[N:4]=[C:35]([C:34]4[CH:33]=[C:32]([S:28]([NH2:29])(=[O:31])=[O:30])[CH:40]=[CH:39][CH:38]=4)[O:1][N:2]=3)=[C:9]2[N:10]=[C:11]([C:18]2[CH:19]=[CH:20][C:21]([C:24]([F:27])([F:26])[F:25])=[CH:22][CH:23]=2)[CH:12]=1. Given the reactants [OH:1][NH:2][C:3]([C:5]1[CH:6]=[N:7][N:8]2[C:13]([C:14]([F:17])([F:16])[F:15])=[CH:12][C:11]([C:18]3[CH:23]=[CH:22][C:21]([C:24]([F:27])([F:26])[F:25])=[CH:20][CH:19]=3)=[N:10][C:9]=12)=[NH:4].[S:28]([C:32]1[CH:33]=[C:34]([CH:38]=[CH:39][CH:40]=1)[C:35](O)=O)(=[O:31])(=[O:30])[NH2:29], predict the reaction product. (3) Given the reactants [Cl:1][C:2]1[CH:12]=[CH:11][CH:10]=[C:9]([F:13])[C:3]=1[C:4]([N:6]=[C:7]=[O:8])=[O:5].[CH3:14][O:15][C:16]1[CH:21]=[CH:20][C:19]([NH:22][NH:23][C:24]([O:26][C:27]([CH3:30])([CH3:29])[CH3:28])=[O:25])=[CH:18][C:17]=1[C:31]([O:33][CH3:34])=[O:32], predict the reaction product. The product is: [Cl:1][C:2]1[CH:12]=[CH:11][CH:10]=[C:9]([F:13])[C:3]=1[C:4]([NH:6][C:7]([N:22]([C:19]1[CH:20]=[CH:21][C:16]([O:15][CH3:14])=[C:17]([C:31]([O:33][CH3:34])=[O:32])[CH:18]=1)[NH:23][C:24]([O:26][C:27]([CH3:30])([CH3:29])[CH3:28])=[O:25])=[O:8])=[O:5].